Dataset: Forward reaction prediction with 1.9M reactions from USPTO patents (1976-2016). Task: Predict the product of the given reaction. (1) Given the reactants [CH3:1][O:2][C:3]1[CH:12]=[C:11]2[C:6]([C:7]([NH:13][CH2:14][C:15]3[N:19]4[N:20]=[C:21]([C:24]5[O:28][N:27]=[C:26]([C:29]([O:31]CC)=[O:30])[CH:25]=5)[CH:22]=[CH:23][C:18]4=[N:17][N:16]=3)=[CH:8][CH:9]=[N:10]2)=[N:5][CH:4]=1.[OH-].[Na+], predict the reaction product. The product is: [CH3:1][O:2][C:3]1[CH:12]=[C:11]2[C:6]([C:7]([NH:13][CH2:14][C:15]3[N:19]4[N:20]=[C:21]([C:24]5[O:28][N:27]=[C:26]([C:29]([OH:31])=[O:30])[CH:25]=5)[CH:22]=[CH:23][C:18]4=[N:17][N:16]=3)=[CH:8][CH:9]=[N:10]2)=[N:5][CH:4]=1. (2) Given the reactants Br[C:2]1[C:7]([O:8][CH2:9][CH:10]([NH2:19])[C:11]2[C:16]([F:17])=[CH:15][CH:14]=[CH:13][C:12]=2[F:18])=[CH:6][CH:5]=[CH:4][N:3]=1.CC1(C)C2C(=C(P(C3C=CC=CC=3)C3C=CC=CC=3)C=CC=2)OC2C(P(C3C=CC=CC=3)C3C=CC=CC=3)=CC=CC1=2.C([O-])([O-])=O.[Cs+].[Cs+].CCOC(C)=O.CCCCCC, predict the reaction product. The product is: [F:18][C:12]1[CH:13]=[CH:14][CH:15]=[C:16]([F:17])[C:11]=1[CH:10]1[CH2:9][O:8][C:7]2[CH:6]=[CH:5][CH:4]=[N:3][C:2]=2[NH:19]1.